The task is: Predict the reaction yield, written as a fraction of the theoretical maximum amount of product (1.0 means a 100% yield; for example, 0.34 means a 34% yield).. This data is from Reaction yield outcomes from USPTO patents with 853,638 reactions. The reactants are [CH:1]([C:3]1[CH:18]=[CH:17][C:6]([O:7][C:8]2[N:9]=[CH:10][C:11]([C:14]([NH2:16])=[O:15])=[N:12][CH:13]=2)=[C:5]([O:19][CH3:20])[CH:4]=1)=O.[F:21][C:22]1[CH:30]=[CH:29][C:25]([CH2:26][CH2:27][NH2:28])=[CH:24][CH:23]=1.[BH4-].[Na+]. The catalyst is CO. The product is [F:21][C:22]1[CH:30]=[CH:29][C:25]([CH2:26][CH2:27][NH:28][CH2:1][C:3]2[CH:18]=[CH:17][C:6]([O:7][C:8]3[N:9]=[CH:10][C:11]([C:14]([NH2:16])=[O:15])=[N:12][CH:13]=3)=[C:5]([O:19][CH3:20])[CH:4]=2)=[CH:24][CH:23]=1. The yield is 0.534.